From a dataset of Drug-target binding data from BindingDB using IC50 measurements. Regression. Given a target protein amino acid sequence and a drug SMILES string, predict the binding affinity score between them. We predict pIC50 (pIC50 = -log10(IC50 in M); higher means more potent). Dataset: bindingdb_ic50. (1) The compound is C[C@@H](C(N)=O)N1CCCC1=O. The target protein (Q02563) has sequence MEEGFRDRAAFIRGAKDIAKEVKKHAAKKVVKGLDRVQDEYSRRSYSRFEEEEDDDDFPAPADGYYRGEGAQDEEEGGASSDATEGHDEDDEIYEGEYQGIPRAESGGKGERMADGAPLAGVRGGLSDGEGPPGGRGEAQRRKDREELAQQYETILRECGHGRFQWTLYFVLGLALMADGVEVFVVGFVLPSAEKDMCLSDSNKGMLGLIVYLGMMVGAFLWGGLADRLGRRQCLLISLSVNSVFAFFSSFVQGYGTFLFCRLLSGVGIGGSIPIVFSYFSEFLAQEKRGEHLSWLCMFWMIGGVYAAAMAWAIIPHYGWSFQMGSAYQFHSWRVFVLVCAFPSVFAIGALTTQPESPRFFLENGKHDEAWMVLKQVHDTNMRAKGHPERVFSVTHIKTIHQEDELIEIQSDTGTWYQRWGVRALSLGGQVWGNFLSCFSPEYRRITLMMMGVWFTMSFSYYGLTVWFPDMIRHLQAVDYAARTKVFPGERVEHVTFNFT.... The pIC50 is 5.5. (2) The compound is CC(C)(C)C(=O)CN(Cc1nc2c(c(=O)[nH]1)COCC2)C(=O)CCc1ccccc1. The target protein sequence is SPDDKEFQSVEEEMQSTVREHRDGGHAGGIFNRYNILKIQKVCNKKLWERYTHRRKEVSEENHNHANERMLFHGSPFVNAIIHKGFDERHAYIGGMFGAGIYFAENSSKSNQYVYGIGGGTGCPVHKDRSCYICHRQLLFCRVTLGKSFLQFSAMKMAHSPPGHHSVTGRPSVNGLALAEYVIYRGEQAYPEYLITYQIMRPEGMV. The pIC50 is 5.5. (3) The compound is O=C(O)c1ccncc1Nc1nn(CCN2CCC(F)(F)C2)c2ccc(F)cc12. The target protein (P29375) has sequence MAGVGPGGYAAEFVPPPECPVFEPSWEEFTDPLSFIGRIRPLAEKTGICKIRPPKDWQPPFACEVKSFRFTPRVQRLNELEAMTRVRLDFLDQLAKFWELQGSTLKIPVVERKILDLYALSKIVASKGGFEMVTKEKKWSKVGSRLGYLPGKGTGSLLKSHYERILYPYELFQSGVSLMGVQMPNLDLKEKVEPEVLSTDTQTSPEPGTRMNILPKRTRRVKTQSESGDVSRNTELKKLQIFGAGPKVVGLAMGTKDKEDEVTRRRKVTNRSDAFNMQMRQRKGTLSVNFVDLYVCMFCGRGNNEDKLLLCDGCDDSYHTFCLIPPLPDVPKGDWRCPKCVAEECSKPREAFGFEQAVREYTLQSFGEMADNFKSDYFNMPVHMVPTELVEKEFWRLVSSIEEDVIVEYGADISSKDFGSGFPVKDGRRKILPEEEEYALSGWNLNNMPVLEQSVLAHINVDISGMKVPWLYVGMCFSSFCWHIEDHWSYSINYLHWGEP.... The pIC50 is 7.0. (4) The small molecule is Cn1c(=O)c(CN(C(=O)C2CCCCC2)C(C)(C)CCN2CCOCC2)cc2ccccc21. The target protein (Q6W5P4) has sequence MPANFTEGSFDSSGTGQTLDSSPVACTETVTFTEVVEGKEWGSFYYSFKTEQLITLWVLFVFTIVGNSVVLFSTWRRKKKSRMTFFVTQLAITDSFTGLVNILTDINWRFTGDFTAPDLVCRVVRYLQVVLLYASTYVLVSLSIDRYHAIVYPMKFLQGEKQARVLIVIAWSLSFLFSIPTLIIFGKRTLSNGEVQCWALWPDDSYWTPYMTIVAFLVYFIPLTIISIMYGIVIRTIWIKSKTYETVISNCSDGKLCSSYNRGLISKAKIKAIKYSIIIILAFICCWSPYFLFDILDNFNLLPDTQERFYASVIIQNLPALNSAINPLIYCVFSSSISFPCREQRSQDSRMTFRERTERHEMQILSKPEFI. The pIC50 is 6.8.